From a dataset of Peptide-MHC class I binding affinity with 185,985 pairs from IEDB/IMGT. Regression. Given a peptide amino acid sequence and an MHC pseudo amino acid sequence, predict their binding affinity value. This is MHC class I binding data. (1) The peptide sequence is IVHSYLKNY. The MHC is HLA-A33:01 with pseudo-sequence HLA-A33:01. The binding affinity (normalized) is 0. (2) The peptide sequence is LFAGSIAAY. The MHC is HLA-B15:01 with pseudo-sequence HLA-B15:01. The binding affinity (normalized) is 0.515. (3) The peptide sequence is PMDSTVKNY. The MHC is HLA-A23:01 with pseudo-sequence HLA-A23:01. The binding affinity (normalized) is 0.